This data is from Forward reaction prediction with 1.9M reactions from USPTO patents (1976-2016). The task is: Predict the product of the given reaction. (1) Given the reactants ClC(N(C)C)=C(C)C.[F:9][C:10]1[CH:15]=[CH:14][CH:13]=[C:12]([F:16])[C:11]=1[C:17]1[S:18][CH:19]=[C:20]([C:22]([OH:24])=O)[N:21]=1.[NH2:25][C:26]1[C:27]([N:44]2[CH2:49][CH2:48][CH2:47][C@H:46]([NH:50][C:51](=[O:57])[O:52][C:53]([CH3:56])([CH3:55])[CH3:54])[CH2:45]2)=[C:28]2[CH:34]=[CH:33][N:32]([S:35]([C:38]3[CH:43]=[CH:42][CH:41]=[CH:40][CH:39]=3)(=[O:37])=[O:36])[C:29]2=[N:30][CH:31]=1.N1C=CC=CC=1, predict the reaction product. The product is: [F:16][C:12]1[CH:13]=[CH:14][CH:15]=[C:10]([F:9])[C:11]=1[C:17]1[S:18][CH:19]=[C:20]([C:22]([NH:25][C:26]2[C:27]([N:44]3[CH2:49][CH2:48][CH2:47][C@H:46]([NH:50][C:51](=[O:57])[O:52][C:53]([CH3:55])([CH3:54])[CH3:56])[CH2:45]3)=[C:28]3[CH:34]=[CH:33][N:32]([S:35]([C:38]4[CH:39]=[CH:40][CH:41]=[CH:42][CH:43]=4)(=[O:37])=[O:36])[C:29]3=[N:30][CH:31]=2)=[O:24])[N:21]=1. (2) Given the reactants I[C:2]1[CH:8]=[CH:7][C:5]([NH2:6])=[CH:4][CH:3]=1.[F:9][C:10]([F:21])([F:20])[C:11]1[CH:16]=[CH:15][CH:14]=[CH:13][C:12]=1B(O)O.C([O-])([O-])=O.[Na+].[Na+], predict the reaction product. The product is: [F:9][C:10]([F:21])([F:20])[C:11]1[CH:16]=[CH:15][CH:14]=[CH:13][C:12]=1[C:2]1[CH:8]=[CH:7][C:5]([NH2:6])=[CH:4][CH:3]=1.